From a dataset of Full USPTO retrosynthesis dataset with 1.9M reactions from patents (1976-2016). Predict the reactants needed to synthesize the given product. (1) Given the product [CH2:1]([O:8][C:9]1[CH:33]=[CH:32][C:12]([CH2:13][CH2:14][NH:15][C:16]([C:18]2[C:19]([NH:25][CH:26]3[CH2:31][CH2:30][CH2:29][CH2:28][CH2:27]3)=[N:20][C:21]([C:38]#[N:37])=[N:22][CH:23]=2)=[O:17])=[CH:11][CH:10]=1)[C:2]1[CH:7]=[CH:6][CH:5]=[CH:4][CH:3]=1, predict the reactants needed to synthesize it. The reactants are: [CH2:1]([O:8][C:9]1[CH:33]=[CH:32][C:12]([CH2:13][CH2:14][NH:15][C:16]([C:18]2[C:19]([NH:25][CH:26]3[CH2:31][CH2:30][CH2:29][CH2:28][CH2:27]3)=[N:20][C:21](Cl)=[N:22][CH:23]=2)=[O:17])=[CH:11][CH:10]=1)[C:2]1[CH:7]=[CH:6][CH:5]=[CH:4][CH:3]=1.[C-]#N.[Na+].[N:37]12CCN(CC1)C[CH2:38]2. (2) The reactants are: Cl[C:2]1[N:3]=[C:4]([OH:12])[C:5]2[CH:11]=[CH:10][N:9]=[CH:8][C:6]=2[N:7]=1.[CH2:13]([N:20]([CH3:28])[C:21]1[CH:26]=[CH:25][C:24]([OH:27])=[CH:23][CH:22]=1)[C:14]1[CH:19]=[CH:18][CH:17]=[CH:16][CH:15]=1. Given the product [CH2:13]([N:20]([CH3:28])[C:21]1[CH:22]=[CH:23][C:24]([O:27][C:2]2[N:3]=[C:4]([OH:12])[C:5]3[CH:11]=[CH:10][N:9]=[CH:8][C:6]=3[N:7]=2)=[CH:25][CH:26]=1)[C:14]1[CH:15]=[CH:16][CH:17]=[CH:18][CH:19]=1, predict the reactants needed to synthesize it.